From a dataset of TCR-epitope binding with 47,182 pairs between 192 epitopes and 23,139 TCRs. Binary Classification. Given a T-cell receptor sequence (or CDR3 region) and an epitope sequence, predict whether binding occurs between them. The epitope is FLNGSCGSV. The TCR CDR3 sequence is CASSITGPTEAFF. Result: 1 (the TCR binds to the epitope).